From a dataset of Retrosynthesis with 50K atom-mapped reactions and 10 reaction types from USPTO. Predict the reactants needed to synthesize the given product. (1) The reactants are: Clc1nc(Cl)nc(Nc2ccccc2)n1.Nc1ccc2c(c1)OCO2. Given the product Clc1nc(Nc2ccccc2)nc(Nc2ccc3c(c2)OCO3)n1, predict the reactants needed to synthesize it. (2) Given the product Cc1cc2c(OCc3ccccc3)cccc2n1Cc1ccccc1, predict the reactants needed to synthesize it. The reactants are: BrCc1ccccc1.Cc1cc2c(O)cccc2n1Cc1ccccc1. (3) The reactants are: COc1ccccc1N1CCCC[C@H](NC(=O)[C@H](CC[C@H](Cc2ccccc2)C(=O)O)Cc2ccccc2)C1=O.N#C[C@@H]1CCC[C@@H]2SCC[C@H](N)C(=O)N12. Given the product COc1ccccc1N1CCCC[C@H](NC(=O)[C@H](CC[C@H](Cc2ccccc2)C(=O)N[C@H]2CCS[C@H]3CCC[C@@H](C#N)N3C2=O)Cc2ccccc2)C1=O, predict the reactants needed to synthesize it. (4) Given the product NNC(=O)c1ccc(N2CCN(c3ncccn3)CC2)cc1, predict the reactants needed to synthesize it. The reactants are: CCOC(=O)c1ccc(N2CCN(c3ncccn3)CC2)cc1.NN. (5) Given the product Brc1ccc(Cn2cnc3ccccc32)cc1, predict the reactants needed to synthesize it. The reactants are: BrCc1ccc(Br)cc1.c1ccc2[nH]cnc2c1. (6) The reactants are: COC(=O)c1cnc(N2CCN(C3CC3)CC2)nc1.COc1cc(CCc2cc(N)[nH]n2)cc(OC)c1. Given the product COc1cc(CCc2cc(NC(=O)c3cnc(N4CCN(C5CC5)CC4)nc3)[nH]n2)cc(OC)c1, predict the reactants needed to synthesize it.